From a dataset of KCNQ2 potassium channel screen with 302,405 compounds. Binary Classification. Given a drug SMILES string, predict its activity (active/inactive) in a high-throughput screening assay against a specified biological target. (1) The molecule is O=C1NC(=O)NC(=O)/C1=C\Nc1ccc(N(CC)CC)cc1. The result is 0 (inactive). (2) The compound is S(=O)(=O)(N)c1c2ncccc2ccc1. The result is 0 (inactive). (3) The drug is S=C(NC1CCN(CC1)Cc1ccccc1)Nc1ccc(F)cc1. The result is 0 (inactive).